Dataset: Catalyst prediction with 721,799 reactions and 888 catalyst types from USPTO. Task: Predict which catalyst facilitates the given reaction. Product: [F:24][C:21]1[CH:20]=[CH:19][C:18]([CH2:17][O:16][C:12]2[CH:11]=[CH:10][CH:9]=[C:8]3[C:13]=2[C:14]([OH:15])=[C:5]([C:3]([NH:26][C@@H:27]([CH3:28])[C:29]([OH:31])=[O:30])=[O:4])[C:6](=[O:25])[O:7]3)=[CH:23][CH:22]=1. Reactant: CO[C:3]([C:5]1[C:6](=[O:25])[O:7][C:8]2[C:13]([C:14]=1[OH:15])=[C:12]([O:16][CH2:17][C:18]1[CH:23]=[CH:22][C:21]([F:24])=[CH:20][CH:19]=1)[CH:11]=[CH:10][CH:9]=2)=[O:4].[NH2:26][C@H:27]([C:29]([OH:31])=[O:30])[CH3:28].C[O-].[Na+]. The catalyst class is: 141.